The task is: Predict the reactants needed to synthesize the given product.. This data is from Full USPTO retrosynthesis dataset with 1.9M reactions from patents (1976-2016). Given the product [CH3:12][O:11][C:9]1[CH:8]=[CH:7][N:6]=[C:5]([CH3:13])[CH:10]=1, predict the reactants needed to synthesize it. The reactants are: [Cl-].C[Zn+].Cl[C:5]1[CH:10]=[C:9]([O:11][CH3:12])[CH:8]=[CH:7][N:6]=1.[CH2:13](N(CC(O)=O)CC(O)=O)CN(CC(O)=O)CC(O)=O.C([O-])([O-])=O.[K+].[K+].